This data is from Forward reaction prediction with 1.9M reactions from USPTO patents (1976-2016). The task is: Predict the product of the given reaction. (1) The product is: [C:15]([O:14][C:12]([NH:1][C:2]1[CH:3]=[C:4]2[C:8](=[CH:9][CH:10]=1)[NH:7][C:6](=[O:11])[CH2:5]2)=[O:13])([CH3:18])([CH3:17])[CH3:16]. Given the reactants [NH2:1][C:2]1[CH:3]=[C:4]2[C:8](=[CH:9][CH:10]=1)[NH:7][C:6](=[O:11])[CH2:5]2.[C:12](O[C:12]([O:14][C:15]([CH3:18])([CH3:17])[CH3:16])=[O:13])([O:14][C:15]([CH3:18])([CH3:17])[CH3:16])=[O:13], predict the reaction product. (2) Given the reactants [Br:1][C:2]1[C:3]([N:12]2[CH2:17][CH2:16][N:15]([CH2:18][CH:19]3[CH2:22][CH2:21][CH2:20]3)[CH2:14][CH2:13]2)=[C:4]([N+:9]([O-])=O)[C:5]([NH2:8])=[N:6][CH:7]=1.[CH:23](=O)[C:24]1[CH:29]=[CH:28][C:27]([O:30][CH3:31])=[CH:26][CH:25]=1.[O-]S(S([O-])=O)=O.[Na+].[Na+], predict the reaction product. The product is: [Br:1][C:2]1[C:3]([N:12]2[CH2:17][CH2:16][N:15]([CH2:18][CH:19]3[CH2:22][CH2:21][CH2:20]3)[CH2:14][CH2:13]2)=[C:4]2[N:9]=[C:23]([C:24]3[CH:29]=[CH:28][C:27]([O:30][CH3:31])=[CH:26][CH:25]=3)[NH:8][C:5]2=[N:6][CH:7]=1. (3) Given the reactants [CH3:1][C:2]1[O:3][C:4]2[CH:10]=[CH:9][C:8]([C:11](=O)[CH2:12][C:13]([O:15]CC)=O)=[CH:7][C:5]=2[CH:6]=1.CC1C=CC(S(O)(=O)=O)=CC=1.[N:30]1[CH:35]=[CH:34][CH:33]=[CH:32][C:31]=1[C:36]1[C:37]([NH2:42])=[N:38][NH:39][C:40]=1[NH2:41], predict the reaction product. The product is: [NH2:42][C:37]1[C:36]([C:31]2[CH:32]=[CH:33][CH:34]=[CH:35][N:30]=2)=[C:40]2[NH:41][C:11]([C:8]3[CH:9]=[CH:10][C:4]4[O:3][C:2]([CH3:1])=[CH:6][C:5]=4[CH:7]=3)=[CH:12][C:13](=[O:15])[N:39]2[N:38]=1. (4) Given the reactants [F-].C([N+](CCCC)(CCCC)CCCC)CCC.O1CCCC1.C([Si]([O:41][CH2:42][CH2:43][C:44]1([CH2:50][CH3:51])[CH2:49][CH2:48][CH2:47][CH2:46][CH2:45]1)(C1C=CC=CC=1)C1C=CC=CC=1)(C)(C)C.Cl, predict the reaction product. The product is: [CH2:50]([C:44]1([CH2:43][CH2:42][OH:41])[CH2:45][CH2:46][CH2:47][CH2:48][CH2:49]1)[CH3:51].